From a dataset of Reaction yield outcomes from USPTO patents with 853,638 reactions. Predict the reaction yield, written as a fraction of the theoretical maximum amount of product (1.0 means a 100% yield; for example, 0.34 means a 34% yield). (1) The reactants are [CH3:1][O:2][C:3]1[CH:4]=[C:5]([N:18]2[CH2:22][CH2:21][CH:20]([O:23][C:24]3[CH:29]=[CH:28][C:27]([O:30][C:31]([F:34])([F:33])[F:32])=[CH:26][CH:25]=3)[C:19]2=[O:35])[CH:6]=[CH:7][C:8]=1[O:9][CH2:10]OCC[Si](C)(C)C.Cl.O1CCOCC1.ClC[CH2:45][S:46][CH3:47].C([O-])([O-])=O.[K+].[K+]. The catalyst is C(Cl)Cl. The product is [CH3:1][O:2][C:3]1[CH:4]=[C:5]([N:18]2[CH2:22][CH2:21][CH:20]([O:23][C:24]3[CH:29]=[CH:28][C:27]([O:30][C:31]([F:34])([F:33])[F:32])=[CH:26][CH:25]=3)[C:19]2=[O:35])[CH:6]=[CH:7][C:8]=1[O:9][CH2:10][CH2:45][S:46][CH3:47]. The yield is 0.710. (2) The reactants are [I-].[CH3:2][P+](C1C=CC=CC=1)(C1C=CC=CC=1)C1C=CC=CC=1.CC(C)([O-])C.[K+].[CH2:28]([C:35]1[C:44]2[C:39](=[CH:40][CH:41]=[CH:42][CH:43]=2)[C:38]([N:45]2[CH2:50][CH2:49][N:48]([C:51]3[CH:56]=[N:55][C:54]([C:57](=O)[CH3:58])=[CH:53][N:52]=3)[CH2:47][CH2:46]2)=[N:37][N:36]=1)[C:29]1[CH:34]=[CH:33][CH:32]=[CH:31][CH:30]=1. The catalyst is C1COCC1. The product is [CH2:28]([C:35]1[C:44]2[C:39](=[CH:40][CH:41]=[CH:42][CH:43]=2)[C:38]([N:45]2[CH2:50][CH2:49][N:48]([C:51]3[CH:56]=[N:55][C:54]([C:57]([CH3:58])=[CH2:2])=[CH:53][N:52]=3)[CH2:47][CH2:46]2)=[N:37][N:36]=1)[C:29]1[CH:34]=[CH:33][CH:32]=[CH:31][CH:30]=1. The yield is 0.780. (3) The reactants are [C:1]([C:5]1[NH:22][C:8]2=[C:9]3[C:14](=[C:15]4[CH:20]=[C:19]([F:21])[CH:18]=[CH:17][C:16]4=[C:7]2[N:6]=1)[N:13]=[CH:12][CH:11]=[CH:10]3)([CH3:4])([CH3:3])[CH3:2].B(O[O-])=[O:24].O.[Na+].C([O-])(O)=O.[Na+]. The catalyst is C(O)(=O)C. The product is [C:1]([C:5]1[NH:22][C:8]2=[C:9]3[C:14](=[C:15]4[CH:20]=[C:19]([F:21])[CH:18]=[CH:17][C:16]4=[C:7]2[N:6]=1)[N+:13]([O-:24])=[CH:12][CH:11]=[CH:10]3)([CH3:4])([CH3:2])[CH3:3]. The yield is 0.160. (4) The reactants are [C:1]([N:5]1[C:9](=[O:10])[C:8]([NH:11][CH2:12][C:13]([OH:15])=[O:14])=[C:7]([C:16]2[CH:21]=[CH:20][CH:19]=[CH:18][CH:17]=2)[S:6]1(=[O:23])=[O:22])([CH3:4])([CH3:3])[CH3:2].[CH3:24][O:25][C:26]1[CH:31]=[CH:30][C:29]([CH2:32]O)=[CH:28][CH:27]=1.C(Cl)CCl.C([O-])([O-])=O.[K+].[K+]. The catalyst is CN(C1C=CN=CC=1)C.C(Cl)Cl.CN(C=O)C. The yield is 0.170. The product is [C:1]([N:5]1[C:9](=[O:10])[C:8]([NH:11][CH2:12][C:13]([O:15][CH2:32][C:29]2[CH:30]=[CH:31][C:26]([O:25][CH3:24])=[CH:27][CH:28]=2)=[O:14])=[C:7]([C:16]2[CH:21]=[CH:20][CH:19]=[CH:18][CH:17]=2)[S:6]1(=[O:23])=[O:22])([CH3:4])([CH3:2])[CH3:3]. (5) The reactants are [N:1]1([CH2:10][C:11]([OH:13])=O)[CH:9]=[C:7]([CH3:8])[C:5](=[O:6])[NH:4][C:2]1=[O:3].Cl.[N+:15]([C:18]1[CH:23]=[CH:22][CH:21]=[CH:20][C:19]=1[S:24]([N:27]1[CH2:32][CH2:31][NH:30][CH:29]([C:33]2[CH:38]=[CH:37][CH:36]=[CH:35][CH:34]=2)[C:28]1=[O:39])(=[O:26])=[O:25])([O-:17])=[O:16].C1CN([P+](ON2N=NC3C=CC=CC2=3)(N2CCCC2)N2CCCC2)CC1.F[P-](F)(F)(F)(F)F.C(N(CC)C(C)C)(C)C. The catalyst is CN(C=O)C. The product is [N+:15]([C:18]1[CH:23]=[CH:22][CH:21]=[CH:20][C:19]=1[S:24]([N:27]1[CH2:32][CH2:31][N:30]([C:11](=[O:13])[CH2:10][N:1]2[CH:9]=[C:7]([CH3:8])[C:5](=[O:6])[NH:4][C:2]2=[O:3])[CH:29]([C:33]2[CH:34]=[CH:35][CH:36]=[CH:37][CH:38]=2)[C:28]1=[O:39])(=[O:25])=[O:26])([O-:17])=[O:16]. The yield is 0.430. (6) The reactants are [Cl:1][C:2]1[CH:25]=[CH:24][C:5]([O:6][C:7]2[CH:12]=[N:11][CH:10]=[C:9]3[S:13][C:14]([C:16]4[CH:21]=[CH:20][C:19]([O:22]C)=[CH:18][CH:17]=4)=[CH:15][C:8]=23)=[CH:4][CH:3]=1.B(Br)(Br)Br. The catalyst is C(Cl)Cl. The product is [Cl:1][C:2]1[CH:25]=[CH:24][C:5]([O:6][C:7]2[CH:12]=[N:11][CH:10]=[C:9]3[S:13][C:14]([C:16]4[CH:21]=[CH:20][C:19]([OH:22])=[CH:18][CH:17]=4)=[CH:15][C:8]=23)=[CH:4][CH:3]=1. The yield is 0.960. (7) The reactants are [CH:1]1([N:6]2[C:10]3[N:11]=[C:12]([NH2:15])[N:13]=[CH:14][C:9]=3[C:8]3[CH:16]=[CH:17][N:18]=[C:19]([F:20])[C:7]2=3)[CH2:5][CH2:4][CH2:3][CH2:2]1.Cl[C:22]1[N:27]=[CH:26][C:25]([N:28]2[CH2:33][CH2:32][N:31]([C:34](=[O:39])[CH2:35][N:36]([CH3:38])[CH3:37])[CH2:30][CH2:29]2)=[CH:24][CH:23]=1.C1(P(C2C=CC=CC=2)C2C3OC4C(=CC=CC=4P(C4C=CC=CC=4)C4C=CC=CC=4)C(C)(C)C=3C=CC=2)C=CC=CC=1.CC(C)([O-])C.[Na+].Cl. The catalyst is C([O-])([O-])=O.[K+].[K+].CO.C(O)C.C1C=CC(/C=C/C(/C=C/C2C=CC=CC=2)=O)=CC=1.C1C=CC(/C=C/C(/C=C/C2C=CC=CC=2)=O)=CC=1.C1C=CC(/C=C/C(/C=C/C2C=CC=CC=2)=O)=CC=1.[Pd].[Pd].C(OCC)C.O1CCOCC1. The product is [CH:1]1([N:6]2[C:10]3[N:11]=[C:12]([NH:15][C:22]4[CH:23]=[CH:24][C:25]([N:28]5[CH2:33][CH2:32][N:31]([C:34](=[O:39])[CH2:35][N:36]([CH3:37])[CH3:38])[CH2:30][CH2:29]5)=[CH:26][N:27]=4)[N:13]=[CH:14][C:9]=3[C:8]3[CH:16]=[CH:17][N:18]=[C:19]([F:20])[C:7]2=3)[CH2:2][CH2:3][CH2:4][CH2:5]1. The yield is 0.170. (8) The reactants are [CH3:1][C:2]([N+:8]([O-:10])=[O:9])([CH3:7])[CH2:3][CH2:4][CH:5]=O.[NH:11]1[CH2:17][C:15](=[O:16])[NH:14][C:12]1=[O:13].C(=O)([O-])[O-].[Na+].[Na+]. The catalyst is C(#N)C. The product is [CH3:1][C:2]([N+:8]([O-:10])=[O:9])([CH3:7])[CH2:3][CH2:4][CH:5]=[C:17]1[NH:11][C:12](=[O:13])[NH:14][C:15]1=[O:16]. The yield is 0.500.